Dataset: Forward reaction prediction with 1.9M reactions from USPTO patents (1976-2016). Task: Predict the product of the given reaction. Given the reactants Br[CH:2]=[C:3]1[C:9]2[CH:10]=[CH:11][CH:12]=[C:13]([Cl:14])[C:8]=2[CH2:7][O:6][C:5]2[CH:15]=[CH:16][CH:17]=[CH:18][C:4]1=2.[N+:19]([C:22]1[CH:23]=[C:24](B(O)O)[CH:25]=[CH:26][CH:27]=1)([O-:21])=[O:20], predict the reaction product. The product is: [Cl:14][C:13]1[C:8]2[CH2:7][O:6][C:5]3[CH:15]=[CH:16][CH:17]=[CH:18][C:4]=3[C:3](=[CH:2][C:26]3[CH:25]=[CH:24][CH:23]=[C:22]([N+:19]([O-:21])=[O:20])[CH:27]=3)[C:9]=2[CH:10]=[CH:11][CH:12]=1.